Task: Predict the reactants needed to synthesize the given product.. Dataset: Full USPTO retrosynthesis dataset with 1.9M reactions from patents (1976-2016) (1) Given the product [F:24][CH:23]([F:25])[O:22][C:19]1[CH:20]=[CH:21][C:16]([CH2:15][N:4]2[C:3](=[O:26])[C:2]([NH:34][C:33]3[CH:35]=[CH:36][C:30]([O:29][CH:28]([F:27])[F:37])=[CH:31][CH:32]=3)=[C:6]([C:7]3[CH:12]=[CH:11][CH:10]=[CH:9][CH:8]=3)[S:5]2(=[O:14])=[O:13])=[CH:17][CH:18]=1, predict the reactants needed to synthesize it. The reactants are: Cl[C:2]1[C:3](=[O:26])[N:4]([CH2:15][C:16]2[CH:21]=[CH:20][C:19]([O:22][CH:23]([F:25])[F:24])=[CH:18][CH:17]=2)[S:5](=[O:14])(=[O:13])[C:6]=1[C:7]1[CH:12]=[CH:11][CH:10]=[CH:9][CH:8]=1.[F:27][CH:28]([F:37])[O:29][C:30]1[CH:36]=[CH:35][C:33]([NH2:34])=[CH:32][CH:31]=1. (2) Given the product [CH:14]1([C:18]([NH:1][C@H:2]([C:8]2[CH:13]=[CH:12][CH:11]=[CH:10][CH:9]=2)[CH2:3][C:4]([O:6][CH3:7])=[O:5])=[O:19])[CH2:17][CH2:16][CH2:15]1, predict the reactants needed to synthesize it. The reactants are: [NH2:1][C@H:2]([C:8]1[CH:13]=[CH:12][CH:11]=[CH:10][CH:9]=1)[CH2:3][C:4]([O:6][CH3:7])=[O:5].[CH:14]1([C:18](O)=[O:19])[CH2:17][CH2:16][CH2:15]1.C(N(CC)C(C)C)(C)C. (3) Given the product [Br:16][CH2:14][C:13]1[C:8]([C:5]2[CH:4]=[CH:3][C:2]([Cl:1])=[CH:7][CH:6]=2)=[CH:9][C:10]([F:15])=[N:11][CH:12]=1, predict the reactants needed to synthesize it. The reactants are: [Cl:1][C:2]1[CH:7]=[CH:6][C:5]([C:8]2[C:13]([CH3:14])=[CH:12][N:11]=[C:10]([F:15])[CH:9]=2)=[CH:4][CH:3]=1.[Br:16]N1C(=O)CCC1=O.N(C(C)(C)C#N)=NC(C)(C)C#N. (4) Given the product [F:15][C:16]([F:22])([F:21])[O:25][CH2:24][CH2:30][CH2:9][OH:8], predict the reactants needed to synthesize it. The reactants are: [F-].[K+].FC(F)(F)S([O:8][C:9](F)(F)F)(=O)=O.[F:15][C:16]([F:22])([F:21])S(F)(=O)=O.F[C:24](F)(F)[O-:25].[K+].S([O-])(=O)(=O)[CH3:30]. (5) Given the product [NH2:1][C:2]1[N:7]=[C:6]([C:8]2[CH:13]=[CH:12][C:11]([Cl:14])=[CH:10][CH:9]=2)[C:5]([C:15]2[CH:16]=[CH:17][C:18](=[O:21])[N:19]([CH3:22])[N:20]=2)=[CH:4][N:3]=1, predict the reactants needed to synthesize it. The reactants are: [NH2:1][C:2]1[N:7]=[C:6]([C:8]2[CH:13]=[CH:12][C:11]([Cl:14])=[CH:10][CH:9]=2)[C:5]([C:15]2[CH:16]=[CH:17][C:18](=[O:21])[NH:19][N:20]=2)=[CH:4][N:3]=1.[CH3:22]I. (6) Given the product [Br:1][C:2]1[C:7]([O:8][CH2:9][O:10][CH3:11])=[CH:6][CH:5]=[CH:4][N:3]=1, predict the reactants needed to synthesize it. The reactants are: [Br:1][C:2]1[C:7]([OH:8])=[CH:6][CH:5]=[CH:4][N:3]=1.[CH3:9][O:10][CH2:11]Cl. (7) Given the product [F:31][C:28]1[CH:29]=[CH:30][C:25]([C:23]2[N:24]=[C:20]([CH:17]3[CH2:16][CH2:15][N:14]([C:13]4[N:12]=[CH:11][N:10]=[C:9]([NH2:37])[C:8]=4[C:5]4[S:40][C:39]([CH3:38])=[N:43][CH:6]=4)[CH2:19][CH2:18]3)[N:21]([CH3:36])[CH:22]=2)=[CH:26][C:27]=1[C:32]([F:33])([F:34])[F:35], predict the reactants needed to synthesize it. The reactants are: FC1C=[CH:6][C:5]([C:8]2[C:9]([NH2:37])=[N:10][CH:11]=[N:12][C:13]=2[N:14]2[CH2:19][CH2:18][CH:17]([C:20]3[N:21]([CH3:36])[CH:22]=[C:23]([C:25]4[CH:30]=[CH:29][C:28]([F:31])=[C:27]([C:32]([F:35])([F:34])[F:33])[CH:26]=4)[N:24]=3)[CH2:16][CH2:15]2)=CC=1.[CH3:38][C:39]1[S:40]C(B2OC(C)(C)C(C)(C)O2)=C[N:43]=1.